Dataset: Full USPTO retrosynthesis dataset with 1.9M reactions from patents (1976-2016). Task: Predict the reactants needed to synthesize the given product. Given the product [CH3:50][N:51]([CH3:55])[CH2:52][CH2:53][NH:54][C:17]([C:15]1[C:14]2[C:9](=[CH:10][CH:11]=[CH:12][CH:13]=2)[N:8]=[C:7]([C:5]2[O:6][C:2]([CH3:1])=[CH:3][CH:4]=2)[CH:16]=1)=[O:19], predict the reactants needed to synthesize it. The reactants are: [CH3:1][C:2]1[O:6][C:5]([C:7]2[CH:16]=[C:15]([C:17]([OH:19])=O)[C:14]3[C:9](=[CH:10][CH:11]=[CH:12][CH:13]=3)[N:8]=2)=[CH:4][CH:3]=1.CCN=C=NCCCN(C)C.Cl.C1C=C2N=NN(O)C2=CC=1.O.CN1CCOCC1.[CH3:50][N:51]([CH3:55])[CH2:52][CH2:53][NH2:54].[NH4+].[Cl-].